From a dataset of Retrosynthesis with 50K atom-mapped reactions and 10 reaction types from USPTO. Predict the reactants needed to synthesize the given product. (1) Given the product CC(C)(C)OC(=O)NC1CCN(CCn2c(=O)ccc3ccc(Cl)nc32)CC1, predict the reactants needed to synthesize it. The reactants are: CC(C)(C)OC(=O)NC1CCN(CCOS(C)(=O)=O)CC1.O=c1ccc2ccc(Cl)nc2[nH]1. (2) Given the product COc1cc(C)c(O)cc1NC(=O)C(F)(F)F, predict the reactants needed to synthesize it. The reactants are: COc1cc(C)c(O)cc1N.O=C(OC(=O)C(F)(F)F)C(F)(F)F. (3) Given the product CCOc1cccc(Cl)c1C#N, predict the reactants needed to synthesize it. The reactants are: CCO.N#Cc1c(F)cccc1Cl. (4) The reactants are: CCOc1ccc(Cc2nc3cc(NC)cnc3n2CC2CC2)cc1.O=S(=O)(Cl)c1cccs1. Given the product CCOc1ccc(Cc2nc3cc(N(C)S(=O)(=O)c4cccs4)cnc3n2CC2CC2)cc1, predict the reactants needed to synthesize it. (5) Given the product Cc1cc(C)cc(CC2CCc3[nH]c(C(=O)O)cc32)c1, predict the reactants needed to synthesize it. The reactants are: COC(=O)c1cc2c([nH]1)CCC2Cc1cc(C)cc(C)c1.